Predict the reaction yield, written as a fraction of the theoretical maximum amount of product (1.0 means a 100% yield; for example, 0.34 means a 34% yield). From a dataset of Reaction yield outcomes from USPTO patents with 853,638 reactions. (1) The yield is 0.490. The reactants are [N:1]1([CH2:7][CH2:8][CH2:9][O:10][C:11]2[CH:16]=[CH:15][C:14]([NH2:17])=[CH:13][CH:12]=2)[CH2:6][CH2:5][CH2:4][CH2:3][CH2:2]1.[CH3:18][C:19]1[CH:27]=[CH:26][CH:25]=[C:24]2[C:20]=1[C:21](=[CH:29]O)[C:22](=[O:28])[NH:23]2. The product is [CH3:18][C:19]1[CH:27]=[CH:26][CH:25]=[C:24]2[C:20]=1[C:21](=[CH:29][NH:17][C:14]1[CH:13]=[CH:12][C:11]([O:10][CH2:9][CH2:8][CH2:7][N:1]3[CH2:2][CH2:3][CH2:4][CH2:5][CH2:6]3)=[CH:16][CH:15]=1)[C:22](=[O:28])[NH:23]2. No catalyst specified. (2) The reactants are [NH2:1][C:2]1[S:6][C:5]([S:7][C:8]2[C:17]3[C:12](=[CH:13][C:14]([O:21][CH3:22])=[C:15]([C:18]([NH2:20])=[O:19])[CH:16]=3)[N:11]=[CH:10][CH:9]=2)=[CH:4][CH:3]=1.[C:23]1([N:29]=[C:30]=[O:31])[CH:28]=[CH:27][CH:26]=[CH:25][CH:24]=1.O. The catalyst is CN(C)C=O.C(OCC)(=O)C.CCCCCC. The product is [CH3:22][O:21][C:14]1[CH:13]=[C:12]2[C:17]([C:8]([S:7][C:5]3[S:6][C:2]([NH:1][C:30]([NH:29][C:23]4[CH:28]=[CH:27][CH:26]=[CH:25][CH:24]=4)=[O:31])=[CH:3][CH:4]=3)=[CH:9][CH:10]=[N:11]2)=[CH:16][C:15]=1[C:18]([NH2:20])=[O:19]. The yield is 0.370.